Binary Classification. Given a drug SMILES string, predict its activity (active/inactive) in a high-throughput screening assay against a specified biological target. From a dataset of HIV replication inhibition screening data with 41,000+ compounds from the AIDS Antiviral Screen. (1) The compound is Cc1c(C(=O)N(CCO)CCO)[n+]([O-])c2ccccc2[n+]1[O-]. The result is 0 (inactive). (2) The compound is O=C1CC(c2ccc(O)c(O)c2)Oc2cc(O)cc(O)c21. The result is 0 (inactive). (3) The compound is c1ccc2sc(SN3CCOCC3)nc2c1. The result is 0 (inactive).